The task is: Binary Classification. Given a drug SMILES string, predict its activity (active/inactive) in a high-throughput screening assay against a specified biological target.. This data is from M1 muscarinic receptor agonist screen with 61,833 compounds. The molecule is S(=O)(=O)(N(CC)CC)c1cc2nc(SCC3SC(=NC3)c3ccc(OC)cc3)oc2cc1. The result is 1 (active).